From a dataset of Full USPTO retrosynthesis dataset with 1.9M reactions from patents (1976-2016). Predict the reactants needed to synthesize the given product. The reactants are: [C:1]1([CH2:7][CH2:8][CH2:9][CH2:10][O:11][CH2:12][CH2:13][CH:14]([OH:19])[CH2:15][CH2:16][CH:17]=[CH2:18])[CH:6]=[CH:5][CH:4]=[CH:3][CH:2]=1.C1(CCCCOCCC=O)C=CC=CC=1. Given the product [C:1]1([CH2:7][CH2:8][CH2:9][CH2:10][O:11][CH2:12][CH2:13][C:14](=[O:19])[CH2:15][CH2:16][CH:17]=[CH2:18])[CH:6]=[CH:5][CH:4]=[CH:3][CH:2]=1, predict the reactants needed to synthesize it.